Predict the product of the given reaction. From a dataset of Forward reaction prediction with 1.9M reactions from USPTO patents (1976-2016). (1) Given the reactants C(OC([N:8]1[CH2:13][CH2:12][CH:11]([C:14]2[S:15][CH:16]=[C:17]([C:19]([N:21]3[CH2:27][C:26]4([CH3:29])[CH2:28][CH:22]3[CH2:23][C:24]([CH3:31])([CH3:30])[CH2:25]4)=[O:20])[CH:18]=2)[CH2:10][CH2:9]1)=O)(C)(C)C.C(O)(C(F)(F)F)=O, predict the reaction product. The product is: [NH:8]1[CH2:13][CH2:12][CH:11]([C:14]2[S:15][CH:16]=[C:17]([C:19]([N:21]3[CH2:27][C:26]4([CH3:29])[CH2:28][CH:22]3[CH2:23][C:24]([CH3:31])([CH3:30])[CH2:25]4)=[O:20])[CH:18]=2)[CH2:10][CH2:9]1. (2) Given the reactants [C:1]1(=O)[CH2:5][CH2:4][CH2:3][CH2:2]1.[NH2:7][C@H:8]1[CH2:12][CH2:11][N:10]([C:13]([O:15][C:16]([CH3:19])([CH3:18])[CH3:17])=[O:14])[CH2:9]1.[BH4-].[Na+].O, predict the reaction product. The product is: [CH:1]1([NH:7][C@H:8]2[CH2:12][CH2:11][N:10]([C:13]([O:15][C:16]([CH3:19])([CH3:18])[CH3:17])=[O:14])[CH2:9]2)[CH2:5][CH2:4][CH2:3][CH2:2]1. (3) Given the reactants [C:1]([CH2:9][C:10]([C:12]([F:15])([F:14])[F:13])=O)(=O)[C:2]1[CH:7]=[CH:6][CH:5]=[CH:4][CH:3]=1.Cl.[NH2:17][OH:18].[OH-:19].[Na+], predict the reaction product. The product is: [C:2]1([C:1]2[CH2:9][C:10]([OH:19])([C:12]([F:13])([F:14])[F:15])[O:18][N:17]=2)[CH:7]=[CH:6][CH:5]=[CH:4][CH:3]=1. (4) Given the reactants [CH3:1][C:2]1[N:7]=[C:6]2[O:8][CH2:9][CH2:10][O:11][C:5]2=[CH:4][CH:3]=1.C1C=C(Cl)C=C(C(OO)=[O:20])C=1, predict the reaction product. The product is: [CH3:1][C:2]1[N+:7]([O-:20])=[C:6]2[O:8][CH2:9][CH2:10][O:11][C:5]2=[CH:4][CH:3]=1. (5) The product is: [F:48][C:36]1[CH:37]=[C:38]([N:41]2[CH:46]=[CH:45][CH:44]=[CH:43][C:42]2=[O:47])[CH:39]=[CH:40][C:35]=1[NH:34][C:33]([N:8]1[CH2:12][CH2:11][C@H:10]([CH2:13][NH:14][C:15]([C:17]2[S:18][C:19]([Br:22])=[CH:20][CH:21]=2)=[O:16])[CH2:9]1)=[O:32]. Given the reactants FC(F)(F)C(O)=O.[NH:8]1[CH2:12][CH2:11][C@H:10]([CH2:13][NH:14][C:15]([C:17]2[S:18][C:19]([Br:22])=[CH:20][CH:21]=2)=[O:16])[CH2:9]1.[N+](C1C=CC([O:32][C:33](=O)[NH:34][C:35]2[CH:40]=[CH:39][C:38]([N:41]3[CH:46]=[CH:45][CH:44]=[CH:43][C:42]3=[O:47])=[CH:37][C:36]=2[F:48])=CC=1)([O-])=O, predict the reaction product.